From a dataset of Catalyst prediction with 721,799 reactions and 888 catalyst types from USPTO. Predict which catalyst facilitates the given reaction. (1) Reactant: [N+:1]([O-:4])(O)=[O:2].C([O:8][C:9]1[CH:18]=[C:17]2[C:12]([C:13]3[CH2:23][CH2:22][CH2:21][CH2:20][C:14]=3[C:15](=[O:19])[O:16]2)=[CH:11][C:10]=1[O:24]C(=O)C)(=O)C. Product: [OH:24][C:10]1[C:11]([N+:1]([O-:4])=[O:2])=[C:12]2[C:17](=[CH:18][C:9]=1[OH:8])[O:16][C:15](=[O:19])[C:14]1[CH2:20][CH2:21][CH2:22][CH2:23][C:13]2=1. The catalyst class is: 82. (2) Reactant: [N:1]([CH2:4][CH2:5][NH:6][C:7](=[O:21])[CH2:8][CH2:9][CH2:10][CH2:11]CCCCCCCCC)=[N+:2]=[N-:3].[N:22](CCN)=[N+]=[N-].C(N(CC)CC)C. Product: [N:1]([CH2:4][CH2:5][NH:6][C:7]([C:8]1[NH:22][CH:11]=[CH:10][CH:9]=1)=[O:21])=[N+:2]=[N-:3]. The catalyst class is: 4. (3) Reactant: [Br:1][C:2]1[N:7]=[C:6]([NH:8][C:9]2[CH:13]=[C:12]([CH:14]3[CH2:16][CH2:15]3)[NH:11][N:10]=2)[C:5]([C:17](OCC)=[O:18])=[CH:4][N:3]=1.[H-].[H-].[H-].[H-].[Li+].[Al+3].[O-]S([O-])(=O)=O.[Na+].[Na+].O. Product: [Br:1][C:2]1[N:7]=[C:6]([NH:8][C:9]2[CH:13]=[C:12]([CH:14]3[CH2:15][CH2:16]3)[NH:11][N:10]=2)[C:5]([CH2:17][OH:18])=[CH:4][N:3]=1. The catalyst class is: 1. (4) Reactant: [Li+].[OH-].[Cl:3][C:4]1[CH:8]=[C:7]([C:9]([NH:11][CH2:12][CH2:13][OH:14])=[O:10])[NH:6][C:5]=1[C:15]([O:17]C)=[O:16]. Product: [Cl:3][C:4]1[CH:8]=[C:7]([C:9]([NH:11][CH2:12][CH2:13][OH:14])=[O:10])[NH:6][C:5]=1[C:15]([OH:17])=[O:16]. The catalyst class is: 36. (5) Reactant: [Cl:1][C:2]1[CH:19]=[CH:18][C:5]([CH2:6][NH:7][CH2:8][C:9]2[CH:14]=[CH:13][C:12]([CH:15]([CH3:17])[CH3:16])=[CH:11][CH:10]=2)=[CH:4][CH:3]=1.[CH2:20]([O:22][C@H:23]([C:36]([O:38][CH2:39][CH3:40])=[O:37])[CH2:24][C:25]1[CH:35]=[CH:34][C:28]([O:29][CH2:30][C:31](O)=[O:32])=[CH:27][CH:26]=1)[CH3:21].C(N(CC)C(C)C)(C)C.F[B-](F)(F)F.N1(OC(N(C)C)=[N+](C)C)C2C=CC=CC=2N=N1. Product: [Cl:1][C:2]1[CH:3]=[CH:4][C:5]([CH2:6][N:7]([CH2:8][C:9]2[CH:14]=[CH:13][C:12]([CH:15]([CH3:17])[CH3:16])=[CH:11][CH:10]=2)[C:31](=[O:32])[CH2:30][O:29][C:28]2[CH:27]=[CH:26][C:25]([CH2:24][C@H:23]([O:22][CH2:20][CH3:21])[C:36]([O:38][CH2:39][CH3:40])=[O:37])=[CH:35][CH:34]=2)=[CH:18][CH:19]=1. The catalyst class is: 2. (6) Reactant: [OH-].[Na+].C([O:5][C:6]([C:8]1[S:9][C:10]([S:25][CH3:26])=[C:11]([C:23]#[N:24])[C:12]=1[C:13]1[CH:18]=[CH:17][C:16]([C:19]([CH3:22])([CH3:21])[CH3:20])=[CH:15][CH:14]=1)=[O:7])C.Cl. Product: [C:19]([C:16]1[CH:15]=[CH:14][C:13]([C:12]2[C:11]([C:23]#[N:24])=[C:10]([S:25][CH3:26])[S:9][C:8]=2[C:6]([OH:7])=[O:5])=[CH:18][CH:17]=1)([CH3:22])([CH3:20])[CH3:21]. The catalyst class is: 8. (7) Reactant: C(N(CC)CC)C.[C:8](Cl)(=[O:12])[C:9]([CH3:11])=[CH2:10].[CH:14]1[C:19]2[CH2:20][CH2:21][CH2:22][CH2:23][CH:24]([OH:25])[C:18]=2[CH:17]=[CH:16][CH:15]=1. Product: [C:8]([O:25][CH:24]1[C:18]2[CH:17]=[CH:16][CH:15]=[CH:14][C:19]=2[CH2:20][CH2:21][CH2:22][CH2:23]1)(=[O:12])[C:9]([CH3:11])=[CH2:10]. The catalyst class is: 11. (8) Reactant: [OH:1][CH2:2][C:3]1[N:4]=[C:5]([C:8]([O:10]CC)=O)[S:6][CH:7]=1.[NH2:13][CH2:14][C:15]([CH3:18])([OH:17])[CH3:16].O. Product: [OH:17][C:15]([CH3:18])([CH3:16])[CH2:14][NH:13][C:8]([C:5]1[S:6][CH:7]=[C:3]([CH2:2][OH:1])[N:4]=1)=[O:10]. The catalyst class is: 11. (9) Reactant: [Cl:1][C:2]1[N:7]=[C:6]([Cl:8])[C:5]([O:9][CH2:10][C:11](=[O:13])[CH3:12])=[C:4]([N:14]2[CH2:19][CH2:18][O:17][CH2:16][CH2:15]2)[N:3]=1.CC(C[AlH]CC(C)C)C. Product: [Cl:1][C:2]1[N:7]=[C:6]([Cl:8])[C:5]([O:9][CH2:10][CH:11]([OH:13])[CH3:12])=[C:4]([N:14]2[CH2:19][CH2:18][O:17][CH2:16][CH2:15]2)[N:3]=1. The catalyst class is: 1. (10) Product: [CH3:1][CH:2]([CH2:17][CH2:18][CH2:19][CH:20]([CH3:32])[CH2:21][CH2:22][CH2:23][CH:24]([CH3:31])[CH2:25][CH2:26][CH2:27][CH:28]([CH3:30])[CH3:29])[CH2:3][CH2:4][CH2:5][C:6]([O:8][CH2:9][C:10]([CH2:13][OH:14])([CH2:11][OH:12])[CH2:15][OH:16])=[O:7].[OH2:7]. Reactant: [CH3:1][CH:2]([CH2:17][CH2:18][CH2:19][CH:20]([CH3:32])[CH2:21][CH2:22][CH2:23][CH:24]([CH3:31])[CH2:25][CH2:26][CH2:27][CH:28]([CH3:30])[CH3:29])[CH2:3][CH2:4][CH2:5][C:6]([O:8][CH2:9][C:10]([CH2:15][OH:16])([CH2:13][OH:14])[CH2:11][OH:12])=[O:7]. The catalyst class is: 6.